Dataset: NCI-60 drug combinations with 297,098 pairs across 59 cell lines. Task: Regression. Given two drug SMILES strings and cell line genomic features, predict the synergy score measuring deviation from expected non-interaction effect. (1) Drug 1: CNC(=O)C1=NC=CC(=C1)OC2=CC=C(C=C2)NC(=O)NC3=CC(=C(C=C3)Cl)C(F)(F)F. Drug 2: CC1C(C(CC(O1)OC2CC(CC3=C2C(=C4C(=C3O)C(=O)C5=CC=CC=C5C4=O)O)(C(=O)C)O)N)O. Cell line: LOX IMVI. Synergy scores: CSS=61.2, Synergy_ZIP=3.55, Synergy_Bliss=4.23, Synergy_Loewe=2.88, Synergy_HSA=7.82. (2) Drug 1: CN(C(=O)NC(C=O)C(C(C(CO)O)O)O)N=O. Drug 2: CC12CCC3C(C1CCC2OP(=O)(O)O)CCC4=C3C=CC(=C4)OC(=O)N(CCCl)CCCl.[Na+]. Cell line: HS 578T. Synergy scores: CSS=6.77, Synergy_ZIP=-2.36, Synergy_Bliss=0.720, Synergy_Loewe=-1.18, Synergy_HSA=-0.172. (3) Drug 1: C1CCC(CC1)NC(=O)N(CCCl)N=O. Drug 2: CN1C2=C(C=C(C=C2)N(CCCl)CCCl)N=C1CCCC(=O)O.Cl. Cell line: SK-MEL-28. Synergy scores: CSS=23.6, Synergy_ZIP=-2.32, Synergy_Bliss=4.47, Synergy_Loewe=-0.686, Synergy_HSA=2.53. (4) Drug 1: C1CCN(CC1)CCOC2=CC=C(C=C2)C(=O)C3=C(SC4=C3C=CC(=C4)O)C5=CC=C(C=C5)O. Drug 2: CCC1=C2CN3C(=CC4=C(C3=O)COC(=O)C4(CC)O)C2=NC5=C1C=C(C=C5)O. Cell line: COLO 205. Synergy scores: CSS=37.0, Synergy_ZIP=1.87, Synergy_Bliss=-0.625, Synergy_Loewe=-29.8, Synergy_HSA=-4.19. (5) Drug 1: CC1=C(C(=CC=C1)Cl)NC(=O)C2=CN=C(S2)NC3=CC(=NC(=N3)C)N4CCN(CC4)CCO. Drug 2: CCC1(CC2CC(C3=C(CCN(C2)C1)C4=CC=CC=C4N3)(C5=C(C=C6C(=C5)C78CCN9C7C(C=CC9)(C(C(C8N6C)(C(=O)OC)O)OC(=O)C)CC)OC)C(=O)OC)O.OS(=O)(=O)O. Cell line: HS 578T. Synergy scores: CSS=10.2, Synergy_ZIP=-4.45, Synergy_Bliss=-4.48, Synergy_Loewe=-6.18, Synergy_HSA=-4.81. (6) Drug 1: C1=CC(=CC=C1CCC2=CNC3=C2C(=O)NC(=N3)N)C(=O)NC(CCC(=O)O)C(=O)O. Drug 2: C1CN(CCN1C(=O)CCBr)C(=O)CCBr. Cell line: MALME-3M. Synergy scores: CSS=14.4, Synergy_ZIP=-2.93, Synergy_Bliss=0.972, Synergy_Loewe=-0.0248, Synergy_HSA=1.78. (7) Drug 1: C1CN(CCN1C(=O)CCBr)C(=O)CCBr. Drug 2: COC1=C2C(=CC3=C1OC=C3)C=CC(=O)O2. Cell line: SK-MEL-28. Synergy scores: CSS=17.6, Synergy_ZIP=-1.94, Synergy_Bliss=1.72, Synergy_Loewe=-1.09, Synergy_HSA=-0.692. (8) Drug 1: CCC1(CC2CC(C3=C(CCN(C2)C1)C4=CC=CC=C4N3)(C5=C(C=C6C(=C5)C78CCN9C7C(C=CC9)(C(C(C8N6C=O)(C(=O)OC)O)OC(=O)C)CC)OC)C(=O)OC)O.OS(=O)(=O)O. Drug 2: C1=NC2=C(N=C(N=C2N1C3C(C(C(O3)CO)O)F)Cl)N. Cell line: KM12. Synergy scores: CSS=19.4, Synergy_ZIP=-9.76, Synergy_Bliss=-4.91, Synergy_Loewe=-12.5, Synergy_HSA=-5.51.